From a dataset of Catalyst prediction with 721,799 reactions and 888 catalyst types from USPTO. Predict which catalyst facilitates the given reaction. (1) Reactant: [C:1]1([CH2:7][CH2:8][C:9]([OH:11])=O)[CH:6]=[CH:5][CH:4]=[CH:3][CH:2]=1.Cl[C:13]1[C:14]2[C:21]3([CH2:29][C:28]4[C:23](=[CH:24][CH:25]=[C:26]([N+:30]([O-])=O)[CH:27]=4)[CH2:22]3)[C:20](=[O:33])[NH:19][C:15]=2[N:16]=[CH:17]N=1.[CH2:34](Cl)CCl.C1C=CC2N(O)N=NC=2C=1.C(N(CC)C(C)C)(C)C. Product: [O:33]=[C:20]1[NH:19][C:15]2=[N:16][CH:17]=[CH:34][CH:13]=[C:14]2[C:21]21[CH2:29][C:28]1[C:23](=[CH:24][CH:25]=[C:26]([NH:30][C:9](=[O:11])[CH2:8][CH2:7][C:1]3[CH:2]=[CH:3][CH:4]=[CH:5][CH:6]=3)[CH:27]=1)[CH2:22]2. The catalyst class is: 3. (2) Reactant: [CH2:1]1[C:5]2([CH2:10][CH2:9][NH:8][CH2:7][CH2:6]2)[CH2:4][CH2:3][N:2]1[C:11]([O:13][C:14]([CH3:17])([CH3:16])[CH3:15])=[O:12].Cl[C:19]1[N:24]=[CH:23][CH:22]=[CH:21][N:20]=1.CCN(C(C)C)C(C)C.CC(N(C)C)=O. Product: [N:20]1[CH:21]=[CH:22][CH:23]=[N:24][C:19]=1[N:8]1[CH2:7][CH2:6][C:5]2([CH2:1][N:2]([C:11]([O:13][C:14]([CH3:17])([CH3:16])[CH3:15])=[O:12])[CH2:3][CH2:4]2)[CH2:10][CH2:9]1. The catalyst class is: 12. (3) Reactant: [C:1]([C:3]1[CH:4]=[C:5]([B:9]([OH:11])[OH:10])[CH:6]=CC=1)#N.[OH-:12].[K+].Cl.[CH2:15]([OH:18])[CH2:16]O. Product: [C:15]([C:16]1[CH:6]=[C:5]([B:9]([OH:11])[OH:10])[CH:4]=[CH:3][CH:1]=1)([OH:18])=[O:12]. The catalyst class is: 6.